This data is from Full USPTO retrosynthesis dataset with 1.9M reactions from patents (1976-2016). The task is: Predict the reactants needed to synthesize the given product. Given the product [NH2:1][C:2]1[CH:7]=[CH:6][CH:5]=[CH:4][C:3]=1[NH:8][C:9](=[O:28])[C:10]1[CH:15]=[CH:14][C:13]([CH2:16][N:17]2[CH2:25][C:24]3[C:19](=[CH:20][CH:21]=[CH:22][C:23]=3[C:30]3[CH:31]=[N:32][C:33]([O:36][CH3:37])=[CH:34][CH:35]=3)[C:18]2=[O:27])=[CH:12][CH:11]=1, predict the reactants needed to synthesize it. The reactants are: [NH2:1][C:2]1[CH:7]=[CH:6][CH:5]=[CH:4][C:3]=1[NH:8][C:9](=[O:28])[C:10]1[CH:15]=[CH:14][C:13]([CH2:16][N:17]2[CH2:25][C:24]3[C:19](=[CH:20][CH:21]=[CH:22][C:23]=3Br)[C:18]2=[O:27])=[CH:12][CH:11]=1.B(O)(O)[C:30]1[CH:35]=[CH:34][C:33]([O:36][CH3:37])=[N:32][CH:31]=1.